From a dataset of Reaction yield outcomes from USPTO patents with 853,638 reactions. Predict the reaction yield, written as a fraction of the theoretical maximum amount of product (1.0 means a 100% yield; for example, 0.34 means a 34% yield). (1) The reactants are [C:1]([O:5][C:6]([NH:8][CH2:9][CH:10]([OH:20])[CH2:11][NH:12][C:13]([O:15][C:16]([CH3:19])([CH3:18])[CH3:17])=[O:14])=[O:7])([CH3:4])([CH3:3])[CH3:2].C(N(CC)CC)C.[S:28](Cl)([C:31]1[CH:37]=[CH:36][C:34]([CH3:35])=[CH:33][CH:32]=1)(=[O:30])=[O:29].[Cl-]. The catalyst is ClCCl.O. The product is [C:1]([O:5][C:6]([NH:8][CH2:9][CH:10]([O:20][S:28]([C:31]1[CH:37]=[CH:36][C:34]([CH3:35])=[CH:33][CH:32]=1)(=[O:30])=[O:29])[CH2:11][NH:12][C:13]([O:15][C:16]([CH3:19])([CH3:18])[CH3:17])=[O:14])=[O:7])([CH3:4])([CH3:3])[CH3:2]. The yield is 0.480. (2) The reactants are Br[C:2]1[CH:11]=[CH:10][C:9]([F:12])=[CH:8][C:3]=1[C:4]([O:6][CH3:7])=[O:5].C([Sn](CCCC)(CCCC)[C:18]1[O:19][CH:20]=[CH:21][N:22]=1)CCC. The catalyst is C1(C)C=CC=CC=1.O.C1C=CC([P]([Pd]([P](C2C=CC=CC=2)(C2C=CC=CC=2)C2C=CC=CC=2)([P](C2C=CC=CC=2)(C2C=CC=CC=2)C2C=CC=CC=2)[P](C2C=CC=CC=2)(C2C=CC=CC=2)C2C=CC=CC=2)(C2C=CC=CC=2)C2C=CC=CC=2)=CC=1. The product is [F:12][C:9]1[CH:10]=[CH:11][C:2]([C:18]2[O:19][CH:20]=[CH:21][N:22]=2)=[C:3]([CH:8]=1)[C:4]([O:6][CH3:7])=[O:5]. The yield is 0.520.